Dataset: Forward reaction prediction with 1.9M reactions from USPTO patents (1976-2016). Task: Predict the product of the given reaction. (1) Given the reactants [Cl:1][C:2]1[CH:14]=[C:13]2[C:5]([C:6]3[CH2:7][CH:8]([NH:15][C:16](=[O:20])[CH:17]([CH3:19])[CH3:18])[CH2:9][CH2:10][C:11]=3[NH:12]2)=[CH:4][C:3]=1[C:21]#[N:22].ClC1C(C#N)=CC=C2C=1C1CC(NC(=O)C(C)C)CCC=1N2.[F:45][C:46]1[CH:47]=[C:48]([CH:51]=[CH:52][CH:53]=1)[CH2:49]Br, predict the reaction product. The product is: [Cl:1][C:2]1[C:3]([C:21]#[N:22])=[CH:4][CH:5]=[C:13]2[C:14]=1[C:10]1[CH2:9][CH:8]([NH:15][C:16](=[O:20])[CH:17]([CH3:18])[CH3:19])[CH2:7][CH2:6][C:11]=1[N:12]2[CH2:49][C:48]1[CH:51]=[CH:52][CH:53]=[C:46]([F:45])[CH:47]=1. (2) Given the reactants Br[C:2]1[N:7]=[CH:6][C:5]([CH2:8][C:9]2[CH:23]=[CH:22][C:12]3[CH2:13][CH2:14][N:15]([CH:18]4[CH2:21][CH2:20][CH2:19]4)[CH2:16][CH2:17][C:11]=3[CH:10]=2)=[CH:4][CH:3]=1.[O:24]1[CH2:28][CH2:27][NH:26][C:25]1=[O:29].C(=O)([O-])[O-].[K+].[K+].CNCCNC, predict the reaction product. The product is: [CH:18]1([N:15]2[CH2:14][CH2:13][C:12]3[CH:22]=[CH:23][C:9]([CH2:8][C:5]4[CH:4]=[CH:3][C:2]([N:26]5[CH2:27][CH2:28][O:24][C:25]5=[O:29])=[N:7][CH:6]=4)=[CH:10][C:11]=3[CH2:17][CH2:16]2)[CH2:21][CH2:20][CH2:19]1.